From a dataset of Full USPTO retrosynthesis dataset with 1.9M reactions from patents (1976-2016). Predict the reactants needed to synthesize the given product. (1) Given the product [NH2:16][C:10]1[S:11][C:12]([CH3:15])=[C:13]([CH3:14])[C:9]=1[C:1]([C:2]1[CH:3]=[CH:4][CH:5]=[CH:6][CH:7]=1)=[O:8], predict the reactants needed to synthesize it. The reactants are: [C:1]([C:9]1[C:13]([CH3:14])=[C:12]([CH3:15])[S:11][C:10]=1[NH:16]C(=O)C)(=[O:8])[C:2]1[CH:7]=[CH:6][CH:5]=[CH:4][CH:3]=1.[OH-].[K+]. (2) Given the product [Br:12][C:9]1[C:2]([F:1])=[C:3]([CH:6]=[C:7]([F:11])[C:8]=1[OH:10])[CH:4]=[O:5], predict the reactants needed to synthesize it. The reactants are: [F:1][C:2]1[CH:9]=[C:8]([OH:10])[C:7]([F:11])=[CH:6][C:3]=1[CH:4]=[O:5].[Br-:12].[Br-].[Br-].[NH+]1C=CC=CC=1.[NH+]1C=CC=CC=1.[NH+]1C=CC=CC=1. (3) Given the product [F:20][C:19]([F:21])([F:22])[O:18][C:14]1[CH:13]=[C:12]([CH:17]=[CH:16][CH:15]=1)/[CH:11]=[CH:10]/[C:6]1[CH:5]=[C:4]([CH:9]=[CH:8][CH:7]=1)[NH2:1], predict the reactants needed to synthesize it. The reactants are: [N+:1]([C:4]1[CH:9]=[CH:8][CH:7]=[C:6](/[CH:10]=[CH:11]/[C:12]2[CH:17]=[CH:16][CH:15]=[C:14]([O:18][C:19]([F:22])([F:21])[F:20])[CH:13]=2)[CH:5]=1)([O-])=O.O.O.[Sn](Cl)Cl. (4) Given the product [CH2:4]([N:6]1[C:11](=[O:12])[C:10]2=[N:13][O:14][C:15]([CH:16]=[CH:23][C:24]3[CH:29]=[CH:28][CH:27]=[CH:26][CH:25]=3)=[C:9]2[C:8]([C:17]2[CH:22]=[CH:21][CH:20]=[CH:19][CH:18]=2)=[N:7]1)[CH3:5], predict the reactants needed to synthesize it. The reactants are: C[O-].[Na+].[CH2:4]([N:6]1[C:11](=[O:12])[C:10]2=[N:13][O:14][C:15]([CH3:16])=[C:9]2[C:8]([C:17]2[CH:22]=[CH:21][CH:20]=[CH:19][CH:18]=2)=[N:7]1)[CH3:5].[CH:23](=O)[C:24]1[CH:29]=[CH:28][CH:27]=[CH:26][CH:25]=1. (5) Given the product [F:1][C@:2]([CH3:29])([C:3]([NH:33][CH2:32][C:31]([F:38])([F:30])[C:34]([F:37])([F:36])[F:35])=[O:5])[C:6]([NH:8][C@@H:9]1[C:15](=[O:16])[N:14]([CH2:17][CH2:18][O:19][CH3:20])[C:13]2[CH:21]=[CH:22][CH:23]=[CH:24][C:12]=2[C:11]2[CH:25]=[CH:26][CH:27]=[CH:28][C:10]1=2)=[O:7], predict the reactants needed to synthesize it. The reactants are: [F:1][C@@:2]([CH3:29])([C:6]([NH:8][C@@H:9]1[C:15](=[O:16])[N:14]([CH2:17][CH2:18][O:19][CH3:20])[C:13]2[CH:21]=[CH:22][CH:23]=[CH:24][C:12]=2[C:11]2[CH:25]=[CH:26][CH:27]=[CH:28][C:10]1=2)=[O:7])[C:3]([OH:5])=O.[F:30][C:31]([F:38])([C:34]([F:37])([F:36])[F:35])[CH2:32][NH2:33]. (6) The reactants are: Br[C:2]1[CH:3]=[CH:4][CH:5]=[C:6]2[C:11]=1[N:10]=[CH:9][CH:8]=[CH:7]2.[NH2:12][C:13]1[CH:27]=[CH:26][C:16]([C:17]([C:19]2[CH:24]=[CH:23][CH:22]=[CH:21][C:20]=2[CH3:25])=[O:18])=[C:15]([Cl:28])[CH:14]=1.C(O[Na])(C)(C)C. Given the product [Cl:28][C:15]1[CH:14]=[C:13]([NH:12][C:2]2[CH:3]=[CH:4][CH:5]=[C:6]3[C:11]=2[N:10]=[CH:9][CH:8]=[CH:7]3)[CH:27]=[CH:26][C:16]=1[C:17]([C:19]1[CH:24]=[CH:23][CH:22]=[CH:21][C:20]=1[CH3:25])=[O:18], predict the reactants needed to synthesize it. (7) Given the product [F:71][C:69]1[CH:70]=[C:65]([CH:66]=[C:67]([F:72])[CH:68]=1)[CH2:64][C@H:50]([NH:49][C:13]([C:10]1[CH:11]=[CH:12][C:7]2[O:6][N:5]=[C:4]([CH2:1][CH2:2][CH3:3])[C:8]=2[CH:9]=1)=[O:15])[C@H:51]([OH:63])[CH2:52][NH:53][CH2:54][C:55]1[CH:60]=[CH:59][CH:58]=[C:57]([CH2:61][CH3:62])[CH:56]=1, predict the reactants needed to synthesize it. The reactants are: [CH2:1]([C:4]1[C:8]2[CH:9]=[C:10]([C:13]([OH:15])=O)[CH:11]=[CH:12][C:7]=2[O:6][N:5]=1)[CH2:2][CH3:3].CN(C(ON1N=NC2C=CC=NC1=2)=[N+](C)C)C.F[P-](F)(F)(F)(F)F.C(N(CC)C(C)C)(C)C.[NH2:49][C@@H:50]([CH2:64][C:65]1[CH:70]=[C:69]([F:71])[CH:68]=[C:67]([F:72])[CH:66]=1)[C@H:51]([OH:63])[CH2:52][NH:53][CH2:54][C:55]1[CH:60]=[CH:59][CH:58]=[C:57]([CH2:61][CH3:62])[CH:56]=1. (8) Given the product [C:35]([NH:2][C@H:3]1[CH2:8][CH2:7][C@H:6]([NH:9][C:10]([C:12]2[C:16]3[N:17]=[CH:18][N:19]=[C:20]([C:21]4[CH:26]=[C:25]([CH3:27])[C:24]([F:28])=[CH:23][C:22]=4[O:29][CH2:30][CH:31]4[CH2:32][CH2:33]4)[C:15]=3[NH:14][C:13]=2[CH3:34])=[O:11])[CH2:5][CH2:4]1)(=[O:37])[CH3:36], predict the reactants needed to synthesize it. The reactants are: Cl.[NH2:2][C@H:3]1[CH2:8][CH2:7][C@H:6]([NH:9][C:10]([C:12]2[C:16]3[N:17]=[CH:18][N:19]=[C:20]([C:21]4[CH:26]=[C:25]([CH3:27])[C:24]([F:28])=[CH:23][C:22]=4[O:29][CH2:30][CH:31]4[CH2:33][CH2:32]4)[C:15]=3[NH:14][C:13]=2[CH3:34])=[O:11])[CH2:5][CH2:4]1.[C:35](Cl)(=[O:37])[CH3:36]. (9) Given the product [OH:24][CH2:23][C@H:22]([NH:21][CH2:17][C:18]([NH:7][C:6]1[CH:8]=[CH:9][CH:10]=[C:4]([N+:1]([O-:3])=[O:2])[CH:5]=1)=[O:19])[CH3:25], predict the reactants needed to synthesize it. The reactants are: [N+:1]([C:4]1[CH:5]=[C:6]([CH:8]=[CH:9][CH:10]=1)[NH2:7])([O-:3])=[O:2].C(=O)(O)[O-].[K+].Cl[CH2:17][C:18](Cl)=[O:19].[NH2:21][C@H:22]([CH3:25])[CH2:23][OH:24]. (10) The reactants are: [CH3:1][C:2]1[C:6]([C:7]2[O:8][C:9]3[CH:15]=[CH:14][C:13]([C:16]([CH3:21])([CH3:20])[C:17]([OH:19])=O)=[CH:12][C:10]=3[CH:11]=2)=[C:5]([CH3:22])[O:4][N:3]=1.Cl.[Cl:24][C:25]1[CH:30]=[CH:29][C:28]([CH:31]([C:33]2[CH:38]=[CH:37][CH:36]=[CH:35][CH:34]=2)[NH2:32])=[C:27]([CH3:39])[CH:26]=1. Given the product [Cl:24][C:25]1[CH:30]=[CH:29][C:28]([CH:31]([C:33]2[CH:34]=[CH:35][CH:36]=[CH:37][CH:38]=2)[NH:32][C:17](=[O:19])[C:16]([C:13]2[CH:14]=[CH:15][C:9]3[O:8][C:7]([C:6]4[C:2]([CH3:1])=[N:3][O:4][C:5]=4[CH3:22])=[CH:11][C:10]=3[CH:12]=2)([CH3:21])[CH3:20])=[C:27]([CH3:39])[CH:26]=1, predict the reactants needed to synthesize it.